From a dataset of Peptide-MHC class I binding affinity with 185,985 pairs from IEDB/IMGT. Regression. Given a peptide amino acid sequence and an MHC pseudo amino acid sequence, predict their binding affinity value. This is MHC class I binding data. (1) The peptide sequence is VIILAALFMY. The MHC is HLA-A31:01 with pseudo-sequence HLA-A31:01. The binding affinity (normalized) is 0. (2) The peptide sequence is KCHDHYLCR. The MHC is HLA-A31:01 with pseudo-sequence HLA-A31:01. The binding affinity (normalized) is 0.566. (3) The peptide sequence is VTDIRRAFL. The MHC is Mamu-A01 with pseudo-sequence Mamu-A01. The binding affinity (normalized) is 0.720. (4) The MHC is HLA-A02:02 with pseudo-sequence HLA-A02:02. The peptide sequence is RLPSETFPNV. The binding affinity (normalized) is 0.524. (5) The binding affinity (normalized) is 0.443. The peptide sequence is NSMVVCRTYI. The MHC is H-2-Db with pseudo-sequence H-2-Db. (6) The peptide sequence is YVDHYYRDY. The MHC is HLA-B58:01 with pseudo-sequence HLA-B58:01. The binding affinity (normalized) is 0.0847. (7) The peptide sequence is KEFLRYLLF. The MHC is HLA-A24:02 with pseudo-sequence HLA-A24:02. The binding affinity (normalized) is 0.451.